Dataset: TCR-epitope binding with 47,182 pairs between 192 epitopes and 23,139 TCRs. Task: Binary Classification. Given a T-cell receptor sequence (or CDR3 region) and an epitope sequence, predict whether binding occurs between them. The epitope is KAYNVTQAF. The TCR CDR3 sequence is CASSLGGGDYEQYF. Result: 0 (the TCR does not bind to the epitope).